From a dataset of Reaction yield outcomes from USPTO patents with 853,638 reactions. Predict the reaction yield, written as a fraction of the theoretical maximum amount of product (1.0 means a 100% yield; for example, 0.34 means a 34% yield). (1) The reactants are [OH-].[Li+].[F:3][C:4]([F:37])([F:36])[C:5]1[N:6]=[CH:7][N:8]([C:10]2[CH:35]=[CH:34][C:13]([O:14][CH:15]([C:19]3[CH:33]=[CH:32][C:22]([C:23]([NH:25][CH2:26][CH2:27][C:28]([O:30]C)=[O:29])=[O:24])=[CH:21][CH:20]=3)[CH2:16][CH2:17][CH3:18])=[CH:12][CH:11]=2)[CH:9]=1.Cl. The catalyst is O1CCCC1. The product is [F:37][C:4]([F:3])([F:36])[C:5]1[N:6]=[CH:7][N:8]([C:10]2[CH:35]=[CH:34][C:13]([O:14][CH:15]([C:19]3[CH:33]=[CH:32][C:22]([C:23]([NH:25][CH2:26][CH2:27][C:28]([OH:30])=[O:29])=[O:24])=[CH:21][CH:20]=3)[CH2:16][CH2:17][CH3:18])=[CH:12][CH:11]=2)[CH:9]=1. The yield is 0.980. (2) The reactants are Cl[C:2]1[N:7]=[C:6]([NH:8][CH:9]2[C:17]3[C:12](=[CH:13][CH:14]=[C:15]([F:18])[CH:16]=3)[CH2:11][CH2:10]2)[C:5]([N+:19]([O-:21])=[O:20])=[CH:4][CH:3]=1.[NH2:22][C:23]1[CH:27]=[C:26]([CH3:28])[NH:25][N:24]=1.C(N(CC)C(C)C)(C)C. The catalyst is CS(C)=O. The product is [F:18][C:15]1[CH:16]=[C:17]2[C:12]([CH2:11][CH2:10][CH:9]2[NH:8][C:6]2[C:5]([N+:19]([O-:21])=[O:20])=[CH:4][CH:3]=[C:2]([NH:22][C:23]3[NH:24][N:25]=[C:26]([CH3:28])[CH:27]=3)[N:7]=2)=[CH:13][CH:14]=1. The yield is 0.560. (3) The reactants are [Cl:1][C:2]1[CH:3]=[C:4]([NH:10][C@H:11]([C:20]([OH:22])=O)[CH2:12][C:13]2[CH:18]=[CH:17][C:16]([F:19])=[CH:15][CH:14]=2)[CH:5]=[CH:6][C:7]=1[C:8]#[N:9].[CH3:23][C:24]1(C)OC(=O)CC(=O)[O:25]1.S([O-])(O)(=O)=O.[K+]. The catalyst is CN(C1C=CN=CC=1)C.O1CCCC1. The product is [Cl:1][C:2]1[CH:3]=[C:4]([N:10]2[C:24](=[O:25])[CH:23]=[C:20]([OH:22])[CH:11]2[CH2:12][C:13]2[CH:14]=[CH:15][C:16]([F:19])=[CH:17][CH:18]=2)[CH:5]=[CH:6][C:7]=1[C:8]#[N:9]. The yield is 0.640. (4) The reactants are [F:1][C:2]1[CH:3]=[C:4]([CH:7]=[CH:8][C:9]=1[O:10][CH3:11])[CH:5]=[O:6].[CH2:12](O)[CH2:13][OH:14].O. The catalyst is C1(C)C=CC=CC=1. The product is [F:1][C:2]1[CH:3]=[C:4]([CH:5]2[O:14][CH2:13][CH2:12][O:6]2)[CH:7]=[CH:8][C:9]=1[O:10][CH3:11]. The yield is 0.920. (5) The reactants are [CH3:1][C:2]1[C:7]([C:8]([OH:10])=O)=[CH:6][N:5]=[C:4]([C:11]2[S:12][CH:13]=[CH:14][N:15]=2)[N:3]=1.[Cl-].[F:17][C:18]1[CH:19]=[C:20]2[C:24](=[CH:25][CH:26]=1)[N:23]([NH3+:27])[CH:22]=[C:21]2[CH3:28].CN1CCOCC1.[Cl-].COC1N=C(OC)N=C([N+]2(C)CCOCC2)N=1. The catalyst is CN(C=O)C.O. The product is [F:17][C:18]1[CH:19]=[C:20]2[C:24](=[CH:25][CH:26]=1)[N:23]([NH:27][C:8]([C:7]1[C:2]([CH3:1])=[N:3][C:4]([C:11]3[S:12][CH:13]=[CH:14][N:15]=3)=[N:5][CH:6]=1)=[O:10])[CH:22]=[C:21]2[CH3:28]. The yield is 0.680. (6) The reactants are [N:1]1([C:10]2[N:14]([CH3:15])[N:13]=[C:12]([CH3:16])[C:11]=2[CH:17]=O)[C:9]2[C:4](=[CH:5][CH:6]=[CH:7][CH:8]=2)[CH:3]=[CH:2]1.C(O)(=O)[CH2:20][C:21]([OH:23])=[O:22].N1CCCC1.Cl. The catalyst is C(O)(=O)C.O. The product is [N:1]1([C:10]2[N:14]([CH3:15])[N:13]=[C:12]([CH3:16])[C:11]=2/[CH:17]=[CH:20]/[C:21]([OH:23])=[O:22])[C:9]2[C:4](=[CH:5][CH:6]=[CH:7][CH:8]=2)[CH:3]=[CH:2]1. The yield is 0.870. (7) The product is [I:1][C:5]1[CH:17]=[CH:16][C:15]2[C:14]3[C:9](=[CH:10][C:11]([C:18]4[CH:30]=[CH:29][C:28]5[C:27]6[C:22](=[CH:23][C:24]([C:31]7[CH:43]=[CH:42][C:41]8[C:40]9[C:35](=[CH:36][CH:37]=[CH:38][CH:39]=9)[C:34]([CH2:47][CH2:48][CH3:49])([CH2:44][CH2:45][CH3:46])[C:33]=8[CH:32]=7)=[CH:25][CH:26]=6)[C:21]([CH2:53][CH2:54][CH3:55])([CH2:50][CH2:51][CH3:52])[C:20]=5[CH:19]=4)=[CH:12][CH:13]=3)[C:8]([CH2:61][CH:62]([CH3:65])[CH2:63][CH3:64])([CH2:56][CH:57]([CH3:60])[CH2:58][CH3:59])[C:7]=2[CH:6]=1. The reactants are [I:1]Cl.C[Si](C)(C)[C:5]1[CH:17]=[CH:16][C:15]2[C:14]3[C:9](=[CH:10][C:11]([C:18]4[CH:30]=[CH:29][C:28]5[C:27]6[C:22](=[CH:23][C:24]([C:31]7[CH:43]=[CH:42][C:41]8[C:40]9[C:35](=[CH:36][CH:37]=[CH:38][CH:39]=9)[C:34]([CH2:47][CH2:48][CH3:49])([CH2:44][CH2:45][CH3:46])[C:33]=8[CH:32]=7)=[CH:25][CH:26]=6)[C:21]([CH2:53][CH2:54][CH3:55])([CH2:50][CH2:51][CH3:52])[C:20]=5[CH:19]=4)=[CH:12][CH:13]=3)[C:8]([CH2:61][CH:62]([CH3:65])[CH2:63][CH3:64])([CH2:56][CH:57]([CH3:60])[CH2:58][CH3:59])[C:7]=2[CH:6]=1.C([O-])([O-])=O.[Na+].[Na+].C(Cl)Cl. The catalyst is C(Cl)(Cl)(Cl)Cl. The yield is 0.910. (8) The reactants are [CH3:1][N:2]([CH2:4][C@@H:5]1[CH2:10][CH2:9][CH2:8][CH2:7][C@H:6]1[C:11]1[CH:12]=[C:13]([OH:17])[CH:14]=[CH:15][CH:16]=1)[CH3:3].[C:18]([OH:25])(=[O:24])/[CH:19]=[CH:20]\[C:21]([OH:23])=[O:22]. The catalyst is C(OCC)(=O)C. The product is [C:18]([OH:25])(=[O:24])/[CH:19]=[CH:20]\[C:21]([OH:23])=[O:22].[CH3:3][N:2]([CH2:4][C@@H:5]1[CH2:10][CH2:9][CH2:8][CH2:7][C@H:6]1[C:11]1[CH:12]=[C:13]([OH:17])[CH:14]=[CH:15][CH:16]=1)[CH3:1]. The yield is 0.977. (9) The reactants are [Cl:1][C:2]1[CH:48]=[CH:47][C:5]([CH2:6][N:7]2[C:15]3[C:10](=[CH:11][CH:12]=[CH:13][CH:14]=3)[C:9]([C:16]([C:18]3[N:19](COCC[Si](C)(C)C)[C:20]([S:29]([C:32]4[CH:37]=[CH:36][C:35]([CH3:38])=[CH:34][CH:33]=4)(=[O:31])=[O:30])=[C:21]([C:23]4[CH:28]=[CH:27][CH:26]=[CH:25][N:24]=4)[N:22]=3)=[O:17])=[CH:8]2)=[CH:4][CH:3]=1.Cl. The catalyst is C(O)C.Cl.CCOCC. The product is [Cl:1][C:2]1[CH:3]=[CH:4][C:5]([CH2:6][N:7]2[C:15]3[C:10](=[CH:11][CH:12]=[CH:13][CH:14]=3)[C:9]([C:16]([C:18]3[NH:19][C:20]([S:29]([C:32]4[CH:33]=[CH:34][C:35]([CH3:38])=[CH:36][CH:37]=4)(=[O:30])=[O:31])=[C:21]([C:23]4[CH:28]=[CH:27][CH:26]=[CH:25][N:24]=4)[N:22]=3)=[O:17])=[CH:8]2)=[CH:47][CH:48]=1. The yield is 0.980.